Dataset: NCI-60 drug combinations with 297,098 pairs across 59 cell lines. Task: Regression. Given two drug SMILES strings and cell line genomic features, predict the synergy score measuring deviation from expected non-interaction effect. Drug 1: C1CCC(CC1)NC(=O)N(CCCl)N=O. Drug 2: CN(C(=O)NC(C=O)C(C(C(CO)O)O)O)N=O. Cell line: A549. Synergy scores: CSS=-0.584, Synergy_ZIP=-7.25, Synergy_Bliss=-6.82, Synergy_Loewe=-7.51, Synergy_HSA=-7.42.